From a dataset of NCI-60 drug combinations with 297,098 pairs across 59 cell lines. Regression. Given two drug SMILES strings and cell line genomic features, predict the synergy score measuring deviation from expected non-interaction effect. (1) Drug 1: C1C(C(OC1N2C=NC(=NC2=O)N)CO)O. Drug 2: C(CCl)NC(=O)N(CCCl)N=O. Cell line: MDA-MB-231. Synergy scores: CSS=12.9, Synergy_ZIP=-4.96, Synergy_Bliss=-1.14, Synergy_Loewe=0.945, Synergy_HSA=1.36. (2) Drug 1: CS(=O)(=O)C1=CC(=C(C=C1)C(=O)NC2=CC(=C(C=C2)Cl)C3=CC=CC=N3)Cl. Drug 2: CN1CCC(CC1)COC2=C(C=C3C(=C2)N=CN=C3NC4=C(C=C(C=C4)Br)F)OC. Cell line: A498. Synergy scores: CSS=16.4, Synergy_ZIP=-5.21, Synergy_Bliss=-2.85, Synergy_Loewe=-4.83, Synergy_HSA=-1.78. (3) Drug 1: CC1C(C(CC(O1)OC2CC(CC3=C2C(=C4C(=C3O)C(=O)C5=CC=CC=C5C4=O)O)(C(=O)C)O)N)O. Drug 2: CC1C(C(CC(O1)OC2CC(CC3=C2C(=C4C(=C3O)C(=O)C5=C(C4=O)C(=CC=C5)OC)O)(C(=O)CO)O)N)O.Cl. Cell line: A498. Synergy scores: CSS=71.3, Synergy_ZIP=0.673, Synergy_Bliss=1.19, Synergy_Loewe=6.21, Synergy_HSA=7.09. (4) Cell line: SF-295. Drug 2: CC1OCC2C(O1)C(C(C(O2)OC3C4COC(=O)C4C(C5=CC6=C(C=C35)OCO6)C7=CC(=C(C(=C7)OC)O)OC)O)O. Drug 1: CC12CCC3C(C1CCC2=O)CC(=C)C4=CC(=O)C=CC34C. Synergy scores: CSS=70.1, Synergy_ZIP=0.351, Synergy_Bliss=0.167, Synergy_Loewe=-8.91, Synergy_HSA=3.57. (5) Drug 1: CN(CC1=CN=C2C(=N1)C(=NC(=N2)N)N)C3=CC=C(C=C3)C(=O)NC(CCC(=O)O)C(=O)O. Drug 2: CCN(CC)CCCC(C)NC1=C2C=C(C=CC2=NC3=C1C=CC(=C3)Cl)OC. Cell line: SK-MEL-28. Synergy scores: CSS=10.9, Synergy_ZIP=-4.22, Synergy_Bliss=-0.118, Synergy_Loewe=-1.02, Synergy_HSA=-0.445. (6) Drug 1: C1CN1P(=S)(N2CC2)N3CC3. Drug 2: CC12CCC3C(C1CCC2O)C(CC4=C3C=CC(=C4)O)CCCCCCCCCS(=O)CCCC(C(F)(F)F)(F)F. Cell line: SK-MEL-28. Synergy scores: CSS=8.38, Synergy_ZIP=-1.99, Synergy_Bliss=-1.41, Synergy_Loewe=-1.27, Synergy_HSA=-1.19. (7) Drug 1: COC1=NC(=NC2=C1N=CN2C3C(C(C(O3)CO)O)O)N. Drug 2: B(C(CC(C)C)NC(=O)C(CC1=CC=CC=C1)NC(=O)C2=NC=CN=C2)(O)O. Cell line: SR. Synergy scores: CSS=19.1, Synergy_ZIP=-0.261, Synergy_Bliss=-0.268, Synergy_Loewe=-23.8, Synergy_HSA=-4.32. (8) Drug 2: COC1=C2C(=CC3=C1OC=C3)C=CC(=O)O2. Drug 1: COC1=NC(=NC2=C1N=CN2C3C(C(C(O3)CO)O)O)N. Synergy scores: CSS=-4.32, Synergy_ZIP=2.85, Synergy_Bliss=-0.533, Synergy_Loewe=-6.08, Synergy_HSA=-5.99. Cell line: HCT-15. (9) Drug 1: C1CCN(CC1)CCOC2=CC=C(C=C2)C(=O)C3=C(SC4=C3C=CC(=C4)O)C5=CC=C(C=C5)O. Drug 2: C1CC(=O)NC(=O)C1N2CC3=C(C2=O)C=CC=C3N. Cell line: A549. Synergy scores: CSS=2.46, Synergy_ZIP=-2.29, Synergy_Bliss=-3.75, Synergy_Loewe=-3.15, Synergy_HSA=-3.42. (10) Drug 1: CCCCC(=O)OCC(=O)C1(CC(C2=C(C1)C(=C3C(=C2O)C(=O)C4=C(C3=O)C=CC=C4OC)O)OC5CC(C(C(O5)C)O)NC(=O)C(F)(F)F)O. Drug 2: CCN(CC)CCCC(C)NC1=C2C=C(C=CC2=NC3=C1C=CC(=C3)Cl)OC. Cell line: SNB-19. Synergy scores: CSS=33.3, Synergy_ZIP=-3.10, Synergy_Bliss=-0.574, Synergy_Loewe=-11.1, Synergy_HSA=0.0476.